Dataset: Full USPTO retrosynthesis dataset with 1.9M reactions from patents (1976-2016). Task: Predict the reactants needed to synthesize the given product. (1) The reactants are: [CH3:1][CH:2]([CH3:24])[C@H:3]([C:8]1[CH:23]=[CH:22][C:11]([C:12]([NH:14][O:15]C2CCCCO2)=[O:13])=[CH:10][CH:9]=1)[NH:4][C:5]([NH2:7])=[S:6].Br[CH2:26][C:27]([C:29]1[O:33][N:32]=[C:31]([C:34]2[CH:39]=[CH:38][CH:37]=[CH:36][CH:35]=2)[CH:30]=1)=O.Cl. Given the product [OH:15][NH:14][C:12](=[O:13])[C:11]1[CH:10]=[CH:9][C:8]([C@H:3]([NH:4][C:5]2[S:6][CH:26]=[C:27]([C:29]3[O:33][N:32]=[C:31]([C:34]4[CH:39]=[CH:38][CH:37]=[CH:36][CH:35]=4)[CH:30]=3)[N:7]=2)[CH:2]([CH3:1])[CH3:24])=[CH:23][CH:22]=1, predict the reactants needed to synthesize it. (2) Given the product [C:14]([O:13][C:12]([N:11]([CH3:19])[C:8]1[N:4]2[CH:5]=[CH:6][CH:7]=[C:2]([B:20]([OH:24])[OH:21])[C:3]2=[N:10][N:9]=1)=[O:18])([CH3:17])([CH3:16])[CH3:15], predict the reactants needed to synthesize it. The reactants are: Br[C:2]1[C:3]2[N:4]([C:8]([N:11]([CH3:19])[C:12](=[O:18])[O:13][C:14]([CH3:17])([CH3:16])[CH3:15])=[N:9][N:10]=2)[CH:5]=[CH:6][CH:7]=1.[B:20]1(B2OC(C)(C)C(C)(C)O2)[O:24]C(C)(C)C(C)(C)[O:21]1.CC([O-])=O.[K+]. (3) Given the product [C:12]([CH:14]1[CH2:19][CH2:18][N:17]([C:29]([O:31][C:32]([CH3:35])([CH3:34])[CH3:33])=[O:30])[CH2:16][CH2:15]1)(=[O:13])[C:6]1[CH:7]=[CH:8][CH:9]=[CH:10][CH:11]=1, predict the reactants needed to synthesize it. The reactants are: NC(N)=O.Cl.[C:6]1([C:12]([CH:14]2[CH2:19][CH2:18][NH:17][CH2:16][CH2:15]2)=[O:13])[CH:11]=[CH:10][CH:9]=[CH:8][CH:7]=1.CCN(C(C)C)C(C)C.[C:29](O[C:29]([O:31][C:32]([CH3:35])([CH3:34])[CH3:33])=[O:30])([O:31][C:32]([CH3:35])([CH3:34])[CH3:33])=[O:30]. (4) Given the product [C:23]([O:22][C:20]([NH:19][C:15]1[CH:14]=[C:13]([N:12]2[C:3]3[CH:4]=[CH:5][C:6]4[CH2:7][CH2:8][CH2:9][CH2:10][C:11]=4[C:2]=3[NH:1][C:28](=[O:29])[C:27]2=[O:31])[CH:18]=[CH:17][CH:16]=1)=[O:21])([CH3:26])([CH3:25])[CH3:24], predict the reactants needed to synthesize it. The reactants are: [NH2:1][C:2]1[C:11]2[CH2:10][CH2:9][CH2:8][CH2:7][C:6]=2[CH:5]=[CH:4][C:3]=1[NH:12][C:13]1[CH:18]=[CH:17][CH:16]=[C:15]([NH:19][C:20]([O:22][C:23]([CH3:26])([CH3:25])[CH3:24])=[O:21])[CH:14]=1.[C:27](Cl)(=[O:31])[C:28](Cl)=[O:29]. (5) Given the product [Cl:33][C:28]1[CH:29]=[CH:30][CH:31]=[CH:32][C:27]=1[CH:25]([O:24][C:22]([NH:21][C:16]1[C:17]([CH3:20])=[N:18][O:19][C:15]=1[C:12]1[CH:11]=[CH:10][C:9]([C:8]#[C:7][CH2:6][C:5]([CH3:35])([CH3:34])[C:4]([OH:36])=[O:3])=[CH:14][CH:13]=1)=[O:23])[CH3:26], predict the reactants needed to synthesize it. The reactants are: C([O:3][C:4](=[O:36])[C:5]([CH3:35])([CH3:34])[CH2:6][C:7]#[C:8][C:9]1[CH:14]=[CH:13][C:12]([C:15]2[O:19][N:18]=[C:17]([CH3:20])[C:16]=2[NH:21][C:22]([O:24][CH:25]([C:27]2[CH:32]=[CH:31][CH:30]=[CH:29][C:28]=2[Cl:33])[CH3:26])=[O:23])=[CH:11][CH:10]=1)C.[OH-].[Li+]. (6) The reactants are: C1([Mg]Br)C=CC=CC=1.[Mg].[Br:10][C:11]1[CH:16]=[CH:15][CH:14]=[CH:13][CH:12]=1.Br[C:18]1[CH:26]=[CH:25][CH:24]=[C:23]2[C:19]=1[CH2:20][CH2:21][C:22]2=O.Cl. Given the product [Br:10][C:11]1[CH:16]=[CH:15][CH:14]=[C:13]2[C:12]=1[CH2:22][CH:21]=[C:20]2[C:19]1[CH:23]=[CH:24][CH:25]=[CH:26][CH:18]=1, predict the reactants needed to synthesize it.